Dataset: Peptide-MHC class II binding affinity with 134,281 pairs from IEDB. Task: Regression. Given a peptide amino acid sequence and an MHC pseudo amino acid sequence, predict their binding affinity value. This is MHC class II binding data. (1) The peptide sequence is IEFRFYKEITNVFRG. The MHC is DRB1_1302 with pseudo-sequence DRB1_1302. The binding affinity (normalized) is 0.597. (2) The peptide sequence is AFAATHNPWASQEG. The MHC is DRB1_0401 with pseudo-sequence DRB1_0401. The binding affinity (normalized) is 0.777. (3) The peptide sequence is PRFLWQPKRECHF. The MHC is DRB1_1302 with pseudo-sequence DRB1_1302. The binding affinity (normalized) is 0.